This data is from Catalyst prediction with 721,799 reactions and 888 catalyst types from USPTO. The task is: Predict which catalyst facilitates the given reaction. Reactant: [Br:1][C:2]1[CH:9]=[CH:8][C:5]([C:6]#[N:7])=[C:4](F)[CH:3]=1.[OH:11][C:12]1[C:13]([O:20][CH3:21])=[C:14]([CH:17]=[CH:18][CH:19]=1)[CH:15]=[O:16].C(=O)([O-])[O-].[Cs+].[Cs+].O. Product: [Br:1][C:2]1[CH:9]=[CH:8][C:5]([C:6]#[N:7])=[C:4]([O:11][C:12]2[CH:19]=[CH:18][CH:17]=[C:14]([CH:15]=[O:16])[C:13]=2[O:20][CH3:21])[CH:3]=1. The catalyst class is: 3.